From a dataset of Forward reaction prediction with 1.9M reactions from USPTO patents (1976-2016). Predict the product of the given reaction. Given the reactants Br[C:2]1[CH:3]=[N:4][N:5]2[C:10]([C:11]([F:14])([F:13])[F:12])=[CH:9][C:8]([C:15]3[CH:20]=[CH:19][C:18]([C:21]([F:24])([F:23])[F:22])=[CH:17][CH:16]=3)=[N:7][C:6]=12.[CH3:25][Si:26]([C:29]#[CH:30])([CH3:28])[CH3:27].CCN(CC)CC, predict the reaction product. The product is: [F:12][C:11]([F:14])([F:13])[C:10]1[N:5]2[N:4]=[CH:3][C:2]([C:30]#[C:29][Si:26]([CH3:28])([CH3:27])[CH3:25])=[C:6]2[N:7]=[C:8]([C:15]2[CH:20]=[CH:19][C:18]([C:21]([F:24])([F:23])[F:22])=[CH:17][CH:16]=2)[CH:9]=1.